Dataset: Reaction yield outcomes from USPTO patents with 853,638 reactions. Task: Predict the reaction yield, written as a fraction of the theoretical maximum amount of product (1.0 means a 100% yield; for example, 0.34 means a 34% yield). (1) No catalyst specified. The product is [Cl:1][C:2]1[CH:7]=[CH:6][C:5]([O:8][CH2:20][CH2:21][C:22]2[CH:27]=[CH:26][CH:25]=[CH:24][CH:23]=2)=[C:4]([C:9]([CH:17]2[CH2:19][CH2:18]2)([OH:16])[CH2:10][N:11]2[CH:15]=[CH:14][N:13]=[CH:12]2)[CH:3]=1. The yield is 0.264. The reactants are [Cl:1][C:2]1[CH:7]=[CH:6][C:5]([OH:8])=[C:4]([C:9]([CH:17]2[CH2:19][CH2:18]2)([OH:16])[CH2:10][N:11]2[CH:15]=[CH:14][N:13]=[CH:12]2)[CH:3]=1.[CH2:20](Cl)[CH2:21][C:22]1[CH:27]=[CH:26][CH:25]=[CH:24][CH:23]=1. (2) The reactants are Br[C:2]1[C:3]([C:32]([F:35])([F:34])[F:33])=[N:4][C:5]([N:8]2[CH2:13][CH2:12][N:11]3[C:14]4[CH:20]=[C:19]([S:21]([CH3:24])(=[O:23])=[O:22])[C:18]([C:25]([O:27][CH3:28])=[O:26])=[CH:17][C:15]=4[N:16]=[C:10]3[C@H:9]2[CH:29]([CH3:31])[CH3:30])=[N:6][CH:7]=1.[C:36]([O-])([O-])=O.[K+].[K+]. The catalyst is C1C=CC([P]([Pd]([P](C2C=CC=CC=2)(C2C=CC=CC=2)C2C=CC=CC=2)([P](C2C=CC=CC=2)(C2C=CC=CC=2)C2C=CC=CC=2)[P](C2C=CC=CC=2)(C2C=CC=CC=2)C2C=CC=CC=2)(C2C=CC=CC=2)C2C=CC=CC=2)=CC=1.O1CCOCC1. The product is [CH:29]([C@H:9]1[N:8]([C:5]2[N:4]=[C:3]([C:32]([F:35])([F:33])[F:34])[C:2]([CH3:36])=[CH:7][N:6]=2)[CH2:13][CH2:12][N:11]2[C:14]3[CH:20]=[C:19]([S:21]([CH3:24])(=[O:23])=[O:22])[C:18]([C:25]([O:27][CH3:28])=[O:26])=[CH:17][C:15]=3[N:16]=[C:10]12)([CH3:31])[CH3:30]. The yield is 0.560.